Regression/Classification. Given a drug SMILES string, predict its absorption, distribution, metabolism, or excretion properties. Task type varies by dataset: regression for continuous measurements (e.g., permeability, clearance, half-life) or binary classification for categorical outcomes (e.g., BBB penetration, CYP inhibition). Dataset: rlm. From a dataset of Rat liver microsome stability data. (1) The molecule is CNc1nc(NCc2ccc(NC(=O)c3ccc(Cl)cc3)cc2)c2c(C)cccc2n1. The result is 1 (stable in rat liver microsomes). (2) The molecule is NCC(=O)N1C[C@H](NC(=O)c2ccccc2)C[C@H]1C(=O)NC1CC1. The result is 0 (unstable in rat liver microsomes). (3) The molecule is O=C(/C=C/c1ccc(CN(CCO)CCc2c[nH]c3ccccc23)cc1)NO. The result is 1 (stable in rat liver microsomes). (4) The drug is CN1CCC2(CC1)C(=O)Nc1cc(C=C3c4ccccc4COc4cc(F)ccc43)ccc12. The result is 0 (unstable in rat liver microsomes). (5) The molecule is O=C(NCCCCN1CCN(c2ccc(C(F)(F)F)cc2)CC1)c1ccc(-c2ccsc2)cc1. The result is 0 (unstable in rat liver microsomes). (6) The drug is CCOC(=O)c1[nH]c(C)c(CCC(=O)N2CCN(c3cccc(C)c3C)CC2)c1C. The result is 1 (stable in rat liver microsomes). (7) The result is 0 (unstable in rat liver microsomes). The molecule is CCC(=O)N1CCN(C(C)C(=O)NC2CCCC2)CC1. (8) The molecule is Cc1cccc(NC(=O)c2nn(C)c(-c3cc(F)cc(F)c3)c2C)n1. The result is 0 (unstable in rat liver microsomes). (9) The compound is COc1ccc2c(O[C@@H]3C[C@H]4C(=O)N[C@]5(C(=O)NS(=O)(=O)C6CC6)C[C@H]5C=CCCCCC[C@H](NC(=O)c5ccn(CC(F)(F)F)n5)C(=O)N4C3)cc(OC(C)C)nc2c1C. The result is 0 (unstable in rat liver microsomes).